From a dataset of Full USPTO retrosynthesis dataset with 1.9M reactions from patents (1976-2016). Predict the reactants needed to synthesize the given product. (1) The reactants are: [CH3:1][O:2][C:3]1[CH:8]=[CH:7][CH:6]=[CH:5][C:4]=1[C:9]1[CH:17]=[C:16]2[C:12]([CH2:13][C:14](=[O:18])[NH:15]2)=[CH:11][CH:10]=1.[O:19]=[C:20]1[C:25]2=[CH:26][NH:27][C:28]([CH:29]=O)=[C:24]2[CH2:23][CH2:22][O:21]1. Given the product [CH3:1][O:2][C:3]1[CH:8]=[CH:7][CH:6]=[CH:5][C:4]=1[C:9]1[CH:17]=[C:16]2[C:12]([C:13](=[CH:29][C:28]3[NH:27][CH:26]=[C:25]4[C:20](=[O:19])[O:21][CH2:22][CH2:23][C:24]=34)[C:14](=[O:18])[NH:15]2)=[CH:11][CH:10]=1, predict the reactants needed to synthesize it. (2) Given the product [CH2:1]([O:8][C:9]1[CH:14]=[C:13]([C:15]([CH3:17])([CH3:16])[CH3:18])[CH:12]=[C:11]([C:19]([CH3:22])([CH3:21])[CH3:20])[C:10]=1[CH2:23][CH2:24][NH:25][CH:26]1[CH2:31][CH2:30][CH2:29][CH2:28][CH2:27]1)[C:2]1[CH:3]=[CH:4][CH:5]=[CH:6][CH:7]=1, predict the reactants needed to synthesize it. The reactants are: [CH2:1]([O:8][C:9]1[CH:14]=[C:13]([C:15]([CH3:18])([CH3:17])[CH3:16])[CH:12]=[C:11]([C:19]([CH3:22])([CH3:21])[CH3:20])[C:10]=1[CH2:23][CH2:24][NH2:25])[C:2]1[CH:7]=[CH:6][CH:5]=[CH:4][CH:3]=1.[C:26]1(=O)[CH2:31][CH2:30][CH2:29][CH2:28][CH2:27]1. (3) The reactants are: [CH2:1]([O:8][C:9]1[C:10]2[N:11]([N:16]=[CH:17][C:18]=2[C:19](OC)=[O:20])[CH:12]=[C:13]([Cl:15])[N:14]=1)[C:2]1[CH:7]=[CH:6][CH:5]=[CH:4][CH:3]=1.[H-].[Al+3].[Li+].[H-].[H-].[H-]. Given the product [CH2:1]([O:8][C:9]1[C:10]2[N:11]([N:16]=[CH:17][C:18]=2[CH2:19][OH:20])[CH:12]=[C:13]([Cl:15])[N:14]=1)[C:2]1[CH:7]=[CH:6][CH:5]=[CH:4][CH:3]=1, predict the reactants needed to synthesize it. (4) Given the product [CH3:1][C:2](=[CH:8][C:9]1[CH:13]=[CH:12][S:11][CH:10]=1)[C:3]([OH:5])=[O:4], predict the reactants needed to synthesize it. The reactants are: [CH3:1][C:2](=[CH:8][C:9]1[CH:13]=[CH:12][S:11][CH:10]=1)[C:3]([O:5]CC)=[O:4]. (5) Given the product [C:1]1([S:7]([N:10]2[C:14]3=[N:15][CH:16]=[C:17]([Cl:19])[CH:18]=[C:13]3[C:12]([CH2:20][C:21]3[S:25][C:24]([NH:26][CH2:35][C:31]4[CH:32]=[N:33][CH:34]=[C:29]([F:28])[CH:30]=4)=[N:23][C:22]=3[Cl:27])=[CH:11]2)(=[O:9])=[O:8])[CH:2]=[CH:3][CH:4]=[CH:5][CH:6]=1, predict the reactants needed to synthesize it. The reactants are: [C:1]1([S:7]([N:10]2[C:14]3=[N:15][CH:16]=[C:17]([Cl:19])[CH:18]=[C:13]3[C:12]([CH2:20][C:21]3[S:25][C:24]([NH2:26])=[N:23][C:22]=3[Cl:27])=[CH:11]2)(=[O:9])=[O:8])[CH:6]=[CH:5][CH:4]=[CH:3][CH:2]=1.[F:28][C:29]1[CH:30]=[C:31]([CH:35]=O)[CH:32]=[N:33][CH:34]=1.C([BH3-])#N.C(=O)([O-])[O-].[K+].[K+].